Dataset: Forward reaction prediction with 1.9M reactions from USPTO patents (1976-2016). Task: Predict the product of the given reaction. (1) Given the reactants [C:1]([O:5][C:6]([N:8]1[CH2:13][CH2:12][CH2:11][CH2:10][C@@H:9]1[C:14]([OH:16])=O)=[O:7])([CH3:4])([CH3:3])[CH3:2].[CH2:17]([NH2:25])[CH2:18][CH2:19][CH2:20][CH2:21][CH2:22][CH2:23][CH3:24].C(N(CC)C(C)C)(C)C.C1CN([P+](ON2N=NC3C=CC=CC2=3)(N2CCCC2)N2CCCC2)CC1.F[P-](F)(F)(F)(F)F, predict the reaction product. The product is: [CH2:17]([NH:25][C:14]([C@H:9]1[CH2:10][CH2:11][CH2:12][CH2:13][N:8]1[C:6]([O:5][C:1]([CH3:2])([CH3:3])[CH3:4])=[O:7])=[O:16])[CH2:18][CH2:19][CH2:20][CH2:21][CH2:22][CH2:23][CH3:24]. (2) Given the reactants Cl[C:2]1[CH:3]=[C:4]([CH:8]=[CH:9][N:10]=1)[C:5]([OH:7])=[O:6].[OH-:11].[K+].Cl, predict the reaction product. The product is: [O:11]=[C:2]1[CH:3]=[C:4]([C:5]([OH:7])=[O:6])[CH:8]=[CH:9][NH:10]1.